Dataset: Full USPTO retrosynthesis dataset with 1.9M reactions from patents (1976-2016). Task: Predict the reactants needed to synthesize the given product. The reactants are: [Cl:1][C:2]1[C:3]([CH3:37])=[N:4][O:5][C:6]=1[N:7]([CH2:31][O:32][CH2:33][CH2:34][O:35][CH3:36])[S:8]([C:11]1[C:19]2[C:14](=[N:15][CH:16]=[CH:17][CH:18]=2)[S:13][C:12]=1[CH:20]([OH:30])[C:21]1[CH:26]=[CH:25][C:24]2[O:27][CH2:28][O:29][C:23]=2[CH:22]=1)(=[O:10])=[O:9]. Given the product [Cl:1][C:2]1[C:3]([CH3:37])=[N:4][O:5][C:6]=1[N:7]([CH2:31][O:32][CH2:33][CH2:34][O:35][CH3:36])[S:8]([C:11]1[C:19]2[C:14](=[N:15][CH:16]=[CH:17][CH:18]=2)[S:13][C:12]=1[C:20](=[O:30])[C:21]1[CH:26]=[CH:25][C:24]2[O:27][CH2:28][O:29][C:23]=2[CH:22]=1)(=[O:9])=[O:10], predict the reactants needed to synthesize it.